From a dataset of Experimentally validated miRNA-target interactions with 360,000+ pairs, plus equal number of negative samples. Binary Classification. Given a miRNA mature sequence and a target amino acid sequence, predict their likelihood of interaction. (1) The miRNA is hsa-miR-6742-5p with sequence AGUGGGGUGGGACCCAGCUGUU. The protein sequence of the target gene is MSLYDDLGVETSDSKTEGWSKNFKLLQSQLQVKKAALTQAKSQRTKQSTVLAPVIDLKRGGSSDDRQIVDTPPHVAAGLKDPVPSGFSAGEVLIPLADEYDPMFPNDYEKVVKRQREERQRQRELERQKEIEEREKRRKDRHEASGFARRPDPDSDEDEDYERERRKRSMGGAAIAPPTSLVEKDKELPRDFPYEEDSRPRSQSSKAAIPPPVYEEQDRPRSPTGPSNSFLANMGGTVAHKIMQKYGFREGQGLGKHEQGLSTALSVEKTSKRGGKIIVGDATEKDASKKSDSNPLTEIL.... Result: 0 (no interaction). (2) Result: 0 (no interaction). The protein sequence of the target gene is MQFPMGPACIFLRKGIAEKQRERPLGQDELDELREAFLEFDKDQDGFISYKDLGNLMRTMGYMPTEMELTELGQQIRMNLGGRVDFEDFVELMTPKLLAETAGMIGVQEMRDAFKEFDANGDGEITLAELQQAMQRLLGEKLTPREIAEVVQEADINGDGTVDFEEFVKMMSR. The miRNA is hsa-miR-548b-5p with sequence AAAAGUAAUUGUGGUUUUGGCC. (3) The miRNA is mmu-miR-99a-5p with sequence AACCCGUAGAUCCGAUCUUGUG. The protein sequence of the target gene is MRKMSEEEFYLFKNISSVGPWDGPQYHIAPVWAFYLQAAFMGTVFLIGFPLNAMVLVATLRYKKLRQPLNYILVNVSFGGFLLCIFSVFPVFVASCNGYFVFGRHVCALEGFLGTVAGLVTGWSLAFLAFERYIVICKPFGNFRFSSKHALTVVLATWTIGIGVSIPPFFGWSRFIPEGLQCSCGPDWYTVGTKYRSESYTWFLFIFCFIVPLSLICFSYTQLLRALKAVAAQQQESATTQKAEREVSRMVVVMVGSFCVCYVPYAAFAMYMVNNRNHGLDLRLVTIPSFFSKSACIYNP.... Result: 0 (no interaction). (4) The miRNA is hsa-miR-4639-5p with sequence UUGCUAAGUAGGCUGAGAUUGA. The protein sequence of the target gene is MDSVLIHVLIDGLVACVAQLIRIADELLQFILQVQEVPYVEENGRAEETEADAPLPEEPSLPDLPDLSDLDSILTPREDEDLIFDIDQAMLDMDNLYEDTVSGINDDLTGD. Result: 0 (no interaction). (5) The miRNA is hsa-miR-3654 with sequence GACUGGACAAGCUGAGGAA. The protein sequence of the target gene is MASKRKSTTPCMVRTSQVLEQDMLEEADRAKDKGAGMPQSDVTKDSWAAEPEHSSKETEVVEVKSMGENLSKKLQGGYECKYCPYSTQNLNEFTEHVDMQHPNVILNPLYVCAECNFTTKKYDSLSDHNSKFHPGETNFKLKLIKRNNQTVLEQSIEATNHVVPITASGPGSSDNDPGVSVGKTPMTKTGKLKADAKKVPKKPDEAAPENHMEGTARLVTDTAEILARLGSVELLQDSLGHVMPSVQLPPNINLVPKVPVPLNTTKYNSALDTNATMINSFNKFPYPTQAELSWLTAASK.... Result: 0 (no interaction). (6) The miRNA is hsa-miR-548aw with sequence GUGCAAAAGUCAUCACGGUU. The protein sequence of the target gene is METPEVPVGSLIDFGPEAPTSSPLEAPPPVLQDGDGSLGDGASESETTESADSENDMGESPSHPSWDQDRRSSSNESFSSNQSTESTQDEETLALRDFMRGYVEKIFSGGEDLDQEEKAKFGEYCSSENGKGREWFARYVSAQRCNSKCVSEATFYRLVQSFAVVLFECHQMDDFGPAKNLMTMCFTYYHIGKPQLLPPESREKPAGSIDSYLKSANSWLAEKKDIAERLLKNTSARTENVKGFFGGLETKLKGPLARRNEEDENKPQEKRPRAVTAYSPEDEKKGEKIYLYTHLKQQPI.... Result: 1 (interaction). (7) The miRNA is hsa-miR-665 with sequence ACCAGGAGGCUGAGGCCCCU. The protein sequence of the target gene is MAAAAVVVPAEWIKNWEKSGRGEFLHLCRILSENKSHDSSTYRDFQQALYELSYHVIKGNLKHEQASNVLSDISEFREDMPSILADVFCILDIETNCLEEKSKRDYFTQLVLACLYLVSDTVLKERLDPETLESLGLIKQSQQFNQKSVKIKTKLFYKQQKFNLLREENEGYAKLIAELGQDLSGSITSDLILENIKSLIGCFNLDPNRVLDVILEVFECRPEHDDFFISLLESYMSMCEPQTLCHILGFKFKFYQEPNGETPSSLYRVAAVLLQFNLIDLDDLYVHLLPADNCIMDEHK.... Result: 0 (no interaction).